From a dataset of Forward reaction prediction with 1.9M reactions from USPTO patents (1976-2016). Predict the product of the given reaction. Given the reactants C([O:4][C:5](=[O:76])[CH2:6][C@H:7]([OH:75])[C@H:8]([NH:12][C:13](=[O:74])[C@H:14]([NH:36][C:37](=[O:73])[C@H:38]([NH:43][C:44](=[O:72])[CH2:45][C@@H:46]([OH:71])/[CH:47]=[CH:48]/[CH2:49][CH2:50][S:51][C:52]([C:65]1[CH:70]=[CH:69][CH:68]=[CH:67][CH:66]=1)([C:59]1[CH:64]=[CH:63][CH:62]=[CH:61][CH:60]=1)[C:53]1[CH:58]=[CH:57][CH:56]=[CH:55][CH:54]=1)[CH2:39][CH:40]([CH3:42])[CH3:41])[CH2:15][S:16][C:17]([C:30]1[CH:35]=[CH:34][CH:33]=[CH:32][CH:31]=1)([C:24]1[CH:29]=[CH:28][CH:27]=[CH:26][CH:25]=1)[C:18]1[CH:23]=[CH:22][CH:21]=[CH:20][CH:19]=1)[CH:9]([CH3:11])[CH3:10])C=C.N1CCOCC1, predict the reaction product. The product is: [OH:75][C@H:7]([C@H:8]([NH:12][C:13](=[O:74])[C@H:14]([NH:36][C:37](=[O:73])[C@H:38]([NH:43][C:44](=[O:72])[CH2:45][C@@H:46]([OH:71])/[CH:47]=[CH:48]/[CH2:49][CH2:50][S:51][C:52]([C:65]1[CH:66]=[CH:67][CH:68]=[CH:69][CH:70]=1)([C:53]1[CH:58]=[CH:57][CH:56]=[CH:55][CH:54]=1)[C:59]1[CH:64]=[CH:63][CH:62]=[CH:61][CH:60]=1)[CH2:39][CH:40]([CH3:41])[CH3:42])[CH2:15][S:16][C:17]([C:18]1[CH:19]=[CH:20][CH:21]=[CH:22][CH:23]=1)([C:30]1[CH:35]=[CH:34][CH:33]=[CH:32][CH:31]=1)[C:24]1[CH:25]=[CH:26][CH:27]=[CH:28][CH:29]=1)[CH:9]([CH3:11])[CH3:10])[CH2:6][C:5]([OH:76])=[O:4].